This data is from Clinical trial toxicity outcomes and FDA approval status for drugs. The task is: Regression/Classification. Given a drug SMILES string, predict its toxicity properties. Task type varies by dataset: regression for continuous values (e.g., LD50, hERG inhibition percentage) or binary classification for toxic/non-toxic outcomes (e.g., AMES mutagenicity, cardiotoxicity, hepatotoxicity). Dataset: clintox. The compound is CC(C[NH2+]C1CCCCC1)OC(=O)c1ccccc1. The result is 0 (passed clinical trial).